This data is from Forward reaction prediction with 1.9M reactions from USPTO patents (1976-2016). The task is: Predict the product of the given reaction. Given the reactants ClC1C=CC=CC=1C1C(O)=CC=CC=1Cl.[Cl:16][C:17]1[CH:22]=[C:21]([Cl:23])[CH:20]=[CH:19][C:18]=1[C:24]1[C:29]([F:30])=[CH:28][CH:27]=[CH:26][C:25]=1[O:31]C, predict the reaction product. The product is: [Cl:16][C:17]1[CH:22]=[C:21]([Cl:23])[CH:20]=[CH:19][C:18]=1[C:24]1[C:25]([OH:31])=[CH:26][CH:27]=[CH:28][C:29]=1[F:30].